From a dataset of Peptide-MHC class I binding affinity with 185,985 pairs from IEDB/IMGT. Regression. Given a peptide amino acid sequence and an MHC pseudo amino acid sequence, predict their binding affinity value. This is MHC class I binding data. (1) The peptide sequence is YTVLFSDLA. The MHC is H-2-Kb with pseudo-sequence H-2-Kb. The binding affinity (normalized) is 0.342. (2) The peptide sequence is MQRSGMLSL. The MHC is BoLA-HD6 with pseudo-sequence BoLA-HD6. The binding affinity (normalized) is 0.666. (3) The binding affinity (normalized) is 0.0847. The peptide sequence is GVRQFSGWM. The MHC is HLA-A24:03 with pseudo-sequence HLA-A24:03. (4) The peptide sequence is NFCNLTSAF. The MHC is HLA-B07:02 with pseudo-sequence HLA-B07:02. The binding affinity (normalized) is 0.0662. (5) The peptide sequence is VEYYFKRL. The MHC is H-2-Kb with pseudo-sequence H-2-Kb. The binding affinity (normalized) is 0.683. (6) The peptide sequence is TIAVSVYGA. The MHC is HLA-A68:02 with pseudo-sequence HLA-A68:02. The binding affinity (normalized) is 0.681. (7) The peptide sequence is FAHLFLIFT. The MHC is H-2-Db with pseudo-sequence H-2-Db. The binding affinity (normalized) is 0.0223. (8) The peptide sequence is YQPDTGNYIL. The MHC is HLA-A24:02 with pseudo-sequence HLA-A24:02. The binding affinity (normalized) is 0.196.